Dataset: Catalyst prediction with 721,799 reactions and 888 catalyst types from USPTO. Task: Predict which catalyst facilitates the given reaction. (1) Reactant: [Cl:1][C:2]1[CH:3]=[CH:4][C:5]2[N:11]3[CH:12]=[N:13][N:14]=[C:10]3[C@@H:9]([CH2:15][C:16]([O:18][CH2:19][CH3:20])=[O:17])[O:8][C@H:7]([C:21]3[CH:26]=[CH:25][CH:24]=[C:23]([O:27][CH3:28])[C:22]=3[O:29][CH3:30])[C:6]=2[CH:31]=1.[Cl:32]N1C(=O)CCC1=O. Product: [Cl:32][C:12]1[N:11]2[C:5]3[CH:4]=[CH:3][C:2]([Cl:1])=[CH:31][C:6]=3[C@@H:7]([C:21]3[CH:26]=[CH:25][CH:24]=[C:23]([O:27][CH3:28])[C:22]=3[O:29][CH3:30])[O:8][C@H:9]([CH2:15][C:16]([O:18][CH2:19][CH3:20])=[O:17])[C:10]2=[N:14][N:13]=1. The catalyst class is: 53. (2) Product: [CH3:16][O:15][C@@H:13]1[CH2:12][O:11][C:10](=[O:17])[NH:9][CH2:14]1. Reactant: N.C([N:9]1[CH2:14][C@H:13]([O:15][CH3:16])[CH2:12][O:11][C:10]1=[O:17])C1C=CC=CC=1.[NH4+].[Cl-]. The catalyst class is: 1.